From a dataset of Forward reaction prediction with 1.9M reactions from USPTO patents (1976-2016). Predict the product of the given reaction. (1) Given the reactants [O:1]=[C:2]1[CH2:19][CH2:18][C@@:17]2([CH3:20])[C:4]([CH2:5][CH2:6][C@@H:7]3[C@@H:16]2[CH2:15][CH2:14][C@@:12]2([CH3:13])[C@H:8]3[CH2:9][CH2:10][CH:11]2[C:21]([NH:23][CH2:24][CH2:25][NH:26]C(=O)OC(C)(C)C)=[O:22])=[CH:3]1, predict the reaction product. The product is: [NH2:26][CH2:25][CH2:24][NH:23][C:21]([CH:11]1[CH2:10][CH2:9][C@H:8]2[C@H:7]3[C@H:16]([CH2:15][CH2:14][C@:12]12[CH3:13])[C@:17]1([CH3:20])[C:4](=[CH:3][C:2](=[O:1])[CH2:19][CH2:18]1)[CH2:5][CH2:6]3)=[O:22]. (2) Given the reactants [Br:1][CH2:2][C:3]1[CH:12]=[CH:11][C:10]2[C:5](=[CH:6][CH:7]=[C:8](F)[CH:9]=2)[N:4]=1.[F:14]C1C=C2C(C=CC(C)=N2)=CC=1, predict the reaction product. The product is: [Br:1][CH2:2][C:3]1[CH:12]=[CH:11][C:10]2[C:5](=[CH:6][C:7]([F:14])=[CH:8][CH:9]=2)[N:4]=1. (3) The product is: [NH2:1][C@@H:4]([CH2:5][O:6][Si:7]([C:10]([CH3:13])([CH3:12])[CH3:11])([CH3:9])[CH3:8])[CH2:14][CH2:15][OH:16].[N:1]([C@@H:4]([CH2:5][O:6][Si:7]([C:10]([CH3:13])([CH3:12])[CH3:11])([CH3:9])[CH3:8])[CH2:14][CH2:15][OH:16])=[N+:2]=[N-:3]. Given the reactants [N:1]([C@H:4]([CH2:14][CH2:15][O:16]C1C=CC(OC)=CC=1)[CH2:5][O:6][Si:7]([C:10]([CH3:13])([CH3:12])[CH3:11])([CH3:9])[CH3:8])=[N+:2]=[N-:3].ClC1C(=O)C(C#N)=C(C#N)C(=O)C=1Cl, predict the reaction product.